This data is from Full USPTO retrosynthesis dataset with 1.9M reactions from patents (1976-2016). The task is: Predict the reactants needed to synthesize the given product. (1) The reactants are: [CH3:1][NH:2][C:3]([C:5]1[CH:10]=[CH:9][C:8]([C:11]#[C:12][C:13]2[CH:14]=[CH:15][C:16]([O:22][C:23]([F:26])([F:25])[F:24])=[C:17]([CH:21]=2)[C:18](O)=[O:19])=[CH:7][CH:6]=1)=[O:4].[NH2:27][CH:28]([CH2:31][C:32]1[C:40]2[C:35](=[CH:36][CH:37]=[CH:38][C:39]=2[F:41])[NH:34][N:33]=1)[CH2:29][OH:30].CN(C(ON1N=NC2C=CC=NC1=2)=[N+](C)C)C.F[P-](F)(F)(F)(F)F.CN1CCOCC1. Given the product [OH:30][CH2:29][CH:28]([NH:27][C:18](=[O:19])[C:17]1[CH:21]=[C:13]([C:12]#[C:11][C:8]2[CH:9]=[CH:10][C:5]([C:3]([NH:2][CH3:1])=[O:4])=[CH:6][CH:7]=2)[CH:14]=[CH:15][C:16]=1[O:22][C:23]([F:24])([F:25])[F:26])[CH2:31][C:32]1[C:40]2[C:35](=[CH:36][CH:37]=[CH:38][C:39]=2[F:41])[NH:34][N:33]=1, predict the reactants needed to synthesize it. (2) Given the product [CH:1]([C:4]1[CH:5]=[CH:6][C:7]([O:12][CH3:13])=[C:8]([CH2:9][OH:10])[CH:11]=1)([CH3:3])[CH3:2], predict the reactants needed to synthesize it. The reactants are: [CH:1]([C:4]1[CH:5]=[CH:6][C:7]([O:12][CH3:13])=[C:8]([CH:11]=1)[CH:9]=[O:10])([CH3:3])[CH3:2].[BH4-].[Na+]. (3) Given the product [Br:1][C:2]1[CH:7]=[CH:6][C:5]([C@@H:8]([O:13][CH2:22][C:21]2[CH:24]=[CH:25][C:18]([OH:17])=[CH:19][CH:20]=2)[C:9]([F:11])([F:12])[F:10])=[CH:4][CH:3]=1, predict the reactants needed to synthesize it. The reactants are: [Br:1][C:2]1[CH:7]=[CH:6][C:5]([C@@H:8]([OH:13])[C:9]([F:12])([F:11])[F:10])=[CH:4][CH:3]=1.[H-].[Na+].C[O:17][C:18]1[CH:25]=[CH:24][C:21]([CH2:22]Br)=[CH:20][CH:19]=1. (4) Given the product [CH2:13]([O:15][C:16]([C:17]1[O:8][C:6]([C:5]2[CH:4]=[CH:3][C:2]([Br:1])=[CH:10][CH:9]=2)=[N:29][C:18]=1[CH:19]([CH3:21])[CH3:20])=[O:24])[CH3:14], predict the reactants needed to synthesize it. The reactants are: [Br:1][C:2]1[CH:10]=[CH:9][C:5]([C:6]([OH:8])=O)=[CH:4][CH:3]=1.[H-].[Na+].[CH2:13]([O:15][C:16](=[O:24])[CH:17](Cl)[C:18](=O)[CH:19]([CH3:21])[CH3:20])[CH3:14].C([O-])(=O)C.[NH4+:29].